From a dataset of Full USPTO retrosynthesis dataset with 1.9M reactions from patents (1976-2016). Predict the reactants needed to synthesize the given product. (1) Given the product [CH3:38][N:39]([CH3:40])[C:31]([C@:19]1([CH2:34][O:35][CH3:36])[CH2:18][CH2:17][C@H:16]([C:13]2[CH:14]=[CH:15][C:10]([O:9][CH2:8][C:3]3[CH:4]=[CH:5][CH:6]=[CH:7][C:2]=3[F:1])=[CH:11][CH:12]=2)[N:20]1[C:21]([O:23][CH2:24][C:25]1[CH:30]=[CH:29][CH:28]=[CH:27][CH:26]=1)=[O:22])=[O:32], predict the reactants needed to synthesize it. The reactants are: [F:1][C:2]1[CH:7]=[CH:6][CH:5]=[CH:4][C:3]=1[CH2:8][O:9][C:10]1[CH:15]=[CH:14][C:13]([C@@H:16]2[N:20]([C:21]([O:23][CH2:24][C:25]3[CH:30]=[CH:29][CH:28]=[CH:27][CH:26]=3)=[O:22])[C@:19]([CH2:34][O:35][CH3:36])([C:31](O)=[O:32])[CH2:18][CH2:17]2)=[CH:12][CH:11]=1.C[CH2:38][N:39](C(C)C)[CH:40](C)C.CN(C(ON1N=NC2C=CC=CC1=2)=[N+](C)C)C.[B-](F)(F)(F)F.CNC.C1COCC1. (2) Given the product [N+:7]([C:3]1[CH:4]=[N:5][S:6][C:2]=1[C:10]1[CH:15]=[CH:14][CH:13]=[CH:12][CH:11]=1)([O-:9])=[O:8], predict the reactants needed to synthesize it. The reactants are: Br[C:2]1[S:6][N:5]=[CH:4][C:3]=1[N+:7]([O-:9])=[O:8].[C:10]1(B(O)O)[CH:15]=[CH:14][CH:13]=[CH:12][CH:11]=1.C([O-])([O-])=O.[Na+].[Na+].C1(C)C=CC=CC=1. (3) Given the product [CH2:1]([C:8]1[C:16]2[C:11](=[CH:12][CH:13]=[CH:14][CH:15]=2)[NH:10][C:9]=1[C:17]([NH:19][N:20]=[CH:26][C:25]1[CH:28]=[CH:29][C:22]([Cl:21])=[CH:23][CH:24]=1)=[O:18])[C:2]1[CH:3]=[CH:4][CH:5]=[CH:6][CH:7]=1, predict the reactants needed to synthesize it. The reactants are: [CH2:1]([C:8]1[C:16]2[C:11](=[CH:12][CH:13]=[CH:14][CH:15]=2)[NH:10][C:9]=1[C:17]([NH:19][NH2:20])=[O:18])[C:2]1[CH:7]=[CH:6][CH:5]=[CH:4][CH:3]=1.[Cl:21][C:22]1[CH:29]=[CH:28][C:25]([CH:26]=O)=[CH:24][CH:23]=1. (4) Given the product [F:35][C:33]1[CH:32]=[C:31]([F:36])[CH:30]=[C:29]2[C:34]=1[C:25]([NH:16][C:15]1[C:10]([C:6]3[C:7]([CH3:9])=[CH:8][C:3]([O:2][CH3:1])=[CH:4][C:5]=3[CH3:23])=[N:11][CH:12]=[C:13]([N:17]3[CH2:18][CH2:19][O:20][CH2:21][CH2:22]3)[CH:14]=1)=[C:26]([CH3:43])[C:27]([C:37]1[CH:42]=[CH:41][CH:40]=[CH:39][N:38]=1)=[N:28]2, predict the reactants needed to synthesize it. The reactants are: [CH3:1][O:2][C:3]1[CH:8]=[C:7]([CH3:9])[C:6]([C:10]2[C:15]([NH2:16])=[CH:14][C:13]([N:17]3[CH2:22][CH2:21][O:20][CH2:19][CH2:18]3)=[CH:12][N:11]=2)=[C:5]([CH3:23])[CH:4]=1.Cl[C:25]1[C:34]2[C:29](=[CH:30][C:31]([F:36])=[CH:32][C:33]=2[F:35])[N:28]=[C:27]([C:37]2[CH:42]=[CH:41][CH:40]=[CH:39][N:38]=2)[C:26]=1[CH3:43].C1(P(C2CCCCC2)C2C=CC=CC=2C2C(C(C)C)=CC(C(C)C)=CC=2C(C)C)CCCCC1.CC(C)([O-])C.[Na+]. (5) The reactants are: C([O:8][C:9](=[O:33])[C@@H:10]1[CH2:14][CH2:13][CH2:12][N:11]1[C:15](=[O:32])[CH:16]([CH2:28][CH:29]([CH3:31])[CH3:30])[NH:17][S:18]([CH2:21][C:22]1[CH:27]=[CH:26][CH:25]=[CH:24][CH:23]=1)(=[O:20])=[O:19])C1C=CC=CC=1.[H][H]. Given the product [CH2:21]([S:18]([NH:17][CH:16]([C:15]([N:11]1[CH2:12][CH2:13][CH2:14][C@H:10]1[C:9]([OH:33])=[O:8])=[O:32])[CH2:28][CH:29]([CH3:31])[CH3:30])(=[O:20])=[O:19])[C:22]1[CH:23]=[CH:24][CH:25]=[CH:26][CH:27]=1, predict the reactants needed to synthesize it. (6) Given the product [N:17]1[CH:18]=[CH:19][CH:20]=[CH:21][C:16]=1[O:15][CH2:14][C:11]1[CH:12]=[CH:13][C:8]([NH2:7])=[CH:9][CH:10]=1, predict the reactants needed to synthesize it. The reactants are: C(OC(=O)[NH:7][C:8]1[CH:13]=[CH:12][C:11]([CH2:14][O:15][C:16]2[CH:21]=[CH:20][CH:19]=[CH:18][N:17]=2)=[CH:10][CH:9]=1)(C)(C)C.C1(P(=O)(C2C=CC=CC=2)C2C=CC=CC=2)C=CC=CC=1.Cl. (7) Given the product [C:3]([O-:7])(=[O:6])[CH:4]=[CH2:5].[Zn+2:2].[C:3]([O-:7])(=[O:6])[CH:4]=[CH2:5], predict the reactants needed to synthesize it. The reactants are: [O-2].[Zn+2:2].[C:3]([OH:7])(=[O:6])[CH:4]=[CH2:5].